This data is from Reaction yield outcomes from USPTO patents with 853,638 reactions. The task is: Predict the reaction yield, written as a fraction of the theoretical maximum amount of product (1.0 means a 100% yield; for example, 0.34 means a 34% yield). (1) The reactants are [CH2:1]([O:3][C:4](=[O:16])[CH:5]([C:7]1[CH:12]=[CH:11][C:10]([S:13][CH3:14])=[C:9]([Cl:15])[CH:8]=1)[OH:6])[CH3:2].[C:17](OC(=O)C)(=[O:19])[CH3:18]. The catalyst is N1C=CC=CC=1.CN(C)C1C=CN=CC=1.C(Cl)Cl. The product is [CH2:1]([O:3][C:4](=[O:16])[CH:5]([O:6][C:17](=[O:19])[CH3:18])[C:7]1[CH:12]=[CH:11][C:10]([S:13][CH3:14])=[C:9]([Cl:15])[CH:8]=1)[CH3:2]. The yield is 0.910. (2) The reactants are [Cl:1][C:2]1[N:11]=[C:10](Cl)[C:9]2[C:4](=[CH:5][CH:6]=[C:7]([O:13][CH3:14])[CH:8]=2)[N:3]=1.[CH3:15][O:16][C:17]1[CH:22]=[CH:21][C:20]([NH:23][CH3:24])=[CH:19][CH:18]=1.C([O-])(=O)C.[Na+]. No catalyst specified. The product is [Cl:1][C:2]1[N:11]=[C:10]([N:23]([C:20]2[CH:21]=[CH:22][C:17]([O:16][CH3:15])=[CH:18][CH:19]=2)[CH3:24])[C:9]2[C:4](=[CH:5][CH:6]=[C:7]([O:13][CH3:14])[CH:8]=2)[N:3]=1. The yield is 0.980. (3) The reactants are Br[CH2:2][C:3]1[C:4]([F:14])=[C:5]([C:10]([F:13])=[CH:11][CH:12]=1)[C:6]([O:8][CH3:9])=[O:7].[N:15]1([C:21]([O:23][C:24]([CH3:27])([CH3:26])[CH3:25])=[O:22])[CH2:20][CH2:19][NH:18][CH2:17][CH2:16]1.C([O-])([O-])=O.[K+].[K+]. The catalyst is CN(C=O)C.CCOC(C)=O. The product is [F:14][C:4]1[C:5]([C:6]([O:8][CH3:9])=[O:7])=[C:10]([F:13])[CH:11]=[CH:12][C:3]=1[CH2:2][N:18]1[CH2:17][CH2:16][N:15]([C:21]([O:23][C:24]([CH3:27])([CH3:26])[CH3:25])=[O:22])[CH2:20][CH2:19]1. The yield is 0.414. (4) The reactants are [C:1]([N:5]1[C:9](=[O:10])[C:8](Cl)=[C:7]([C:12]2[CH:17]=[CH:16][CH:15]=[CH:14][CH:13]=2)[S:6]1(=[O:19])=[O:18])([CH3:4])([CH3:3])[CH3:2].[N:20]1([C:25]2[CH:30]=[CH:29][C:28]([NH2:31])=[CH:27][CH:26]=2)[CH2:24][CH2:23][CH2:22][CH2:21]1. The catalyst is CC#N.CN(C=O)C. The product is [C:1]([N:5]1[C:9](=[O:10])[C:8]([NH:31][C:28]2[CH:27]=[CH:26][C:25]([N:20]3[CH2:24][CH2:23][CH2:22][CH2:21]3)=[CH:30][CH:29]=2)=[C:7]([C:12]2[CH:17]=[CH:16][CH:15]=[CH:14][CH:13]=2)[S:6]1(=[O:19])=[O:18])([CH3:4])([CH3:3])[CH3:2]. The yield is 0.690. (5) The reactants are Br[C:2]1[CH:3]=[C:4]([F:17])[C:5]([CH2:8][NH:9][C:10](=[O:16])[O:11][C:12]([CH3:15])([CH3:14])[CH3:13])=[N:6][CH:7]=1.[CH3:18][O:19][C:20]1[CH:26]=[CH:25][C:23]([NH2:24])=[C:22]([C:27]([F:30])([F:29])[F:28])[CH:21]=1. No catalyst specified. The product is [C:12]([O:11][C:10](=[O:16])[NH:9][CH2:8][C:5]1[C:4]([F:17])=[CH:3][C:2]([NH:24][C:23]2[CH:25]=[CH:26][C:20]([O:19][CH3:18])=[CH:21][C:22]=2[C:27]([F:28])([F:29])[F:30])=[CH:7][N:6]=1)([CH3:15])([CH3:14])[CH3:13]. The yield is 0.260.